Predict the reactants needed to synthesize the given product. From a dataset of Full USPTO retrosynthesis dataset with 1.9M reactions from patents (1976-2016). (1) Given the product [CH:15]([C:17]1[CH:19]=[CH:1][C:14]2[C:8]3[C:7](=[CH:12][CH:11]=[CH:10][CH:9]=3)[CH2:6][C:5]=2[C:4]=1[CH:3]=[CH2:2])=[CH2:16], predict the reactants needed to synthesize it. The reactants are: [CH:1]1[C:14]2[C:5](=[CH:6][C:7]3[C:12](C=2)=[CH:11][CH:10]=[CH:9][CH:8]=3)[CH:4]=[CH:3][CH:2]=1.[CH2:15]([C:17]([CH3:19])=O)[CH3:16]. (2) Given the product [F:9][C:10]1[CH:16]=[CH:15][C:13]([NH:14][C:1]([C:3]2[CH:8]=[CH:7][CH:6]=[CH:5][N:4]=2)=[NH:2])=[CH:12][CH:11]=1, predict the reactants needed to synthesize it. The reactants are: [C:1]([C:3]1[CH:8]=[CH:7][CH:6]=[CH:5][N:4]=1)#[N:2].[F:9][C:10]1[CH:16]=[CH:15][C:13]([NH2:14])=[CH:12][CH:11]=1. (3) Given the product [Br:44][C:45]1[S:49][C:48]([NH:50][C:41]([C:33]2[C:32]3[C:36](=[CH:37][C:29]([Cl:28])=[CH:30][CH:31]=3)[N:35]([CH:38]([CH3:39])[CH3:40])[CH:34]=2)=[O:43])=[N:47][CH:46]=1, predict the reactants needed to synthesize it. The reactants are: C1(P(C2C=CC=CC=2)C2C=CC=CC=2)C=CC=CC=1.BrN1C(=O)CCC1=O.[Cl:28][C:29]1[CH:37]=[C:36]2[C:32]([C:33]([C:41]([OH:43])=O)=[CH:34][N:35]2[CH:38]([CH3:40])[CH3:39])=[CH:31][CH:30]=1.[Br:44][C:45]1[S:49][C:48]([NH2:50])=[N:47][CH:46]=1.C(N(CC)C(C)C)(C)C.Cl. (4) Given the product [F:16][C:17]1[CH:23]=[CH:22][C:21]([F:24])=[CH:20][C:18]=1[NH:19][C:2]1[N:7]2[N:8]=[CH:9][CH:10]=[C:6]2[N:5]=[CH:4][C:3]=1[C:11]([O:13][CH2:14][CH3:15])=[O:12], predict the reactants needed to synthesize it. The reactants are: O[C:2]1[N:7]2[N:8]=[CH:9][CH:10]=[C:6]2[N:5]=[CH:4][C:3]=1[C:11]([O:13][CH2:14][CH3:15])=[O:12].[F:16][C:17]1[CH:23]=[CH:22][C:21]([F:24])=[CH:20][C:18]=1[NH2:19]. (5) Given the product [Cl:17][C:13]1[CH:12]=[C:11]([C:5]2[C:6]([O:9][CH3:10])=[CH:7][CH:8]=[C:3]([CH2:2][C:25]3[CH:26]=[CH:27][C:22]([N+:19]([O-:21])=[O:20])=[CH:23][CH:24]=3)[C:4]=2[F:18])[CH:16]=[CH:15][CH:14]=1, predict the reactants needed to synthesize it. The reactants are: Br[CH2:2][C:3]1[C:4]([F:18])=[C:5]([C:11]2[CH:16]=[CH:15][CH:14]=[C:13]([Cl:17])[CH:12]=2)[C:6]([O:9][CH3:10])=[CH:7][CH:8]=1.[N+:19]([C:22]1[CH:27]=[CH:26][C:25](B(O)O)=[CH:24][CH:23]=1)([O-:21])=[O:20].P([O-])([O-])([O-])=O.[K+].[K+].[K+].C(COC)OC. (6) Given the product [OH:8][C:5]1[CH:6]=[CH:7][C:2]([NH:1][C:28]([C:25]2[CH:24]=[CH:23][C:22]([C:19]3[CH:20]=[CH:21][C:16]([O:15][CH2:9][CH2:10][CH2:11][CH2:12][CH2:13][CH3:14])=[CH:17][CH:18]=3)=[CH:27][CH:26]=2)=[O:29])=[CH:3][CH:4]=1, predict the reactants needed to synthesize it. The reactants are: [NH2:1][C:2]1[CH:7]=[CH:6][C:5]([OH:8])=[CH:4][CH:3]=1.[CH2:9]([O:15][C:16]1[CH:21]=[CH:20][C:19]([C:22]2[CH:27]=[CH:26][C:25]([C:28](O)=[O:29])=[CH:24][CH:23]=2)=[CH:18][CH:17]=1)[CH2:10][CH2:11][CH2:12][CH2:13][CH3:14]. (7) Given the product [C:27]([C:19]1[N:18]=[C:17]([O:1][C@@H:2]2[CH2:6][CH2:5][N:4]([C:7]([O:9][C:10]([CH3:13])([CH3:12])[CH3:11])=[O:8])[CH2:3]2)[C:26]2[C:21]([CH:20]=1)=[CH:22][CH:23]=[CH:24][CH:25]=2)#[N:28], predict the reactants needed to synthesize it. The reactants are: [OH:1][C@@H:2]1[CH2:6][CH2:5][N:4]([C:7]([O:9][C:10]([CH3:13])([CH3:12])[CH3:11])=[O:8])[CH2:3]1.[H-].[Na+].Cl[C:17]1[C:26]2[C:21](=[CH:22][CH:23]=[CH:24][CH:25]=2)[CH:20]=[C:19]([C:27]#[N:28])[N:18]=1. (8) Given the product [C:13]([CH2:12][C:3]1[CH:4]=[CH:5][O:1][C:2]=1[CH2:6][C:7]([OH:9])=[O:8])([OH:15])=[O:14], predict the reactants needed to synthesize it. The reactants are: [O:1]1[CH:5]=[CH:4][CH:3]=[C:2]1[CH:6](O)[C:7]([OH:9])=[O:8].C[C:12](C)(C)[C:13]([O-])([O-:15])[O-:14].C(O)(=O)CCCCC.